Dataset: Reaction yield outcomes from USPTO patents with 853,638 reactions. Task: Predict the reaction yield, written as a fraction of the theoretical maximum amount of product (1.0 means a 100% yield; for example, 0.34 means a 34% yield). (1) The reactants are [Cl:1][C:2]1[CH:3]=[C:4]2[C:9](=[CH:10][CH:11]=1)[CH2:8][N:7]([S:12]([CH2:15][CH2:16][C:17]([OH:19])=O)(=[O:14])=[O:13])[CH2:6][CH2:5]2.CCN=C=NCCCN(C)C.C1C=CC2N(O)N=NC=2C=1.Cl.Cl.[CH3:43][C:44]1[N:48]2[C:49](=[O:58])[N:50]([CH:52]3[CH2:57][CH2:56][NH:55][CH2:54][CH2:53]3)[CH2:51][C:47]2=[CH:46][N:45]=1. The catalyst is C1COCC1.C(N(CC)CC)C. The product is [Cl:1][C:2]1[CH:3]=[C:4]2[C:9](=[CH:10][CH:11]=1)[CH2:8][N:7]([S:12]([CH2:15][CH2:16][C:17]([N:55]1[CH2:54][CH2:53][CH:52]([N:50]3[CH2:51][C:47]4=[CH:46][N:45]=[C:44]([CH3:43])[N:48]4[C:49]3=[O:58])[CH2:57][CH2:56]1)=[O:19])(=[O:13])=[O:14])[CH2:6][CH2:5]2. The yield is 0.180. (2) The product is [C:12]([CH:16]1[CH2:21][C:7]2[O:6][C:4](=[O:5])[CH:3]3[CH:2]([CH:11]=[N:10][CH:9]=[CH:8]3)[C:19]=2[CH2:18][O:17]1)([CH3:15])([CH3:14])[CH3:13]. The reactants are Br[C:2]1[CH:11]=[N:10][CH:9]=[CH:8][C:3]=1[C:4]([O:6][CH3:7])=[O:5].[C:12]([CH:16]1[CH2:21]C(=O)[CH2:19][CH2:18][O:17]1)([CH3:15])([CH3:14])[CH3:13].CC1(C)C2C(=C(P(C3C=CC=CC=3)C3C=CC=CC=3)C=CC=2)OC2C(P(C3C=CC=CC=3)C3C=CC=CC=3)=CC=CC1=2.C([O-])([O-])=O.[Cs+].[Cs+]. The catalyst is C1C=CC(/C=C/C(/C=C/C2C=CC=CC=2)=O)=CC=1.C1C=CC(/C=C/C(/C=C/C2C=CC=CC=2)=O)=CC=1.C1C=CC(/C=C/C(/C=C/C2C=CC=CC=2)=O)=CC=1.[Pd].[Pd].C1(C)C=CC=CC=1. The yield is 0.260. (3) The reactants are [Cl:1][C:2]1[N:7]=[CH:6][C:5]([CH2:8][NH:9][CH2:10][CH:11]([F:13])[F:12])=[CH:4][CH:3]=1.O[C:15]1[CH2:19][O:18][C:17](=[S:20])[CH:16]=1. The catalyst is C(O)(=O)C. The product is [Cl:1][C:2]1[N:7]=[CH:6][C:5]([CH2:8][N:9]([CH2:10][CH:11]([F:13])[F:12])[C:15]2[CH2:19][O:18][C:17](=[S:20])[CH:16]=2)=[CH:4][CH:3]=1. The yield is 0.288. (4) The reactants are P(=O)(O)(O)O.[C:6]1([CH:12]2[CH2:16][CH2:15][NH:14][CH2:13]2)[CH:11]=[CH:10][CH:9]=[CH:8][CH:7]=1.[CH:17]([C:19]1[CH:33]=[CH:32][C:22]([O:23][C:24]2[CH:31]=[CH:30][C:27]([C:28]#[N:29])=[CH:26][N:25]=2)=[C:21]([CH3:34])[CH:20]=1)=O.C(O[BH-](OC(=O)C)OC(=O)C)(=O)C.[Na+].C(O)(=O)C. The catalyst is ClCCCl.C(OCC)(=O)C. The product is [CH3:34][C:21]1[CH:20]=[C:19]([CH2:17][N:14]2[CH2:15][CH2:16][CH:12]([C:6]3[CH:11]=[CH:10][CH:9]=[CH:8][CH:7]=3)[CH2:13]2)[CH:33]=[CH:32][C:22]=1[O:23][C:24]1[CH:31]=[CH:30][C:27]([C:28]#[N:29])=[CH:26][N:25]=1. The yield is 0.710. (5) The catalyst is ClCCl. The product is [Br:1][C:2]1[CH:7]=[CH:6][C:5]([CH:8]=[N:9][OH:21])=[CH:4][N:3]=1. The reactants are [Br:1][C:2]1[CH:7]=[CH:6][C:5]([CH2:8][NH:9]C(OC(C)(C)C)=O)=[CH:4][N:3]=1.C([O:21]C(OC(OC(C)(C)C)=O)=O)(C)(C)C.C(N(CC)CC)C.NCC1C=CC(Br)=NC=1. The yield is 0.620. (6) The reactants are [CH3:1][C:2]1[O:6][C:5]([C:7]2[CH:12]=[CH:11][CH:10]=[CH:9][CH:8]=2)=[N:4][C:3]=1[CH2:13][CH2:14][C:15](O)=[O:16].C[Si](C=[N+]=[N-])(C)C.[BH4-].[Na+]. The catalyst is CO.C1(C)C=CC=CC=1. The product is [CH3:1][C:2]1[O:6][C:5]([C:7]2[CH:12]=[CH:11][CH:10]=[CH:9][CH:8]=2)=[N:4][C:3]=1[CH2:13][CH2:14][CH2:15][OH:16]. The yield is 0.710. (7) The reactants are [CH3:1][C:2]([CH3:30])([CH3:29])[CH2:3][CH2:4][N:5]1[C:10](=[O:11])[C:9]([C:12]2[NH:17][C:16]3[CH:18]=[CH:19][C:20](I)=[CH:21][C:15]=3[S:14](=[O:24])(=[O:23])[N:13]=2)=[C:8]([OH:25])[C:7]2=[CH:26][CH:27]=[CH:28][N:6]12.[O-]P(OP(OP([O-])([O-])=O)([O-])=O)(=O)[O-].[K+].[K+].[K+].[K+].[K+].N(CC(O)=O)C.[CH3:55][S:56]([NH2:59])(=[O:58])=[O:57]. The catalyst is [Cu]I.CN(C)C=O. The product is [CH3:1][C:2]([CH3:30])([CH3:29])[CH2:3][CH2:4][N:5]1[C:10](=[O:11])[C:9]([C:12]2[NH:17][C:16]3[CH:18]=[CH:19][C:20]([NH:59][S:56]([CH3:55])(=[O:58])=[O:57])=[CH:21][C:15]=3[S:14](=[O:24])(=[O:23])[N:13]=2)=[C:8]([OH:25])[C:7]2=[CH:26][CH:27]=[CH:28][N:6]12. The yield is 0.510.